Task: Predict the reaction yield, written as a fraction of the theoretical maximum amount of product (1.0 means a 100% yield; for example, 0.34 means a 34% yield).. Dataset: Reaction yield outcomes from USPTO patents with 853,638 reactions (1) The reactants are [C:1]1([N:11]2[CH2:16][CH2:15][NH:14][CH2:13][C:12]2=[O:17])[C:10]2[C:5](=[CH:6][CH:7]=[CH:8][CH:9]=2)[CH:4]=[CH:3][CH:2]=1.CCN(C(C)C)C(C)C.[Cl:27][C:28]1[C:36]([Cl:37])=[CH:35][CH:34]=[CH:33][C:29]=1[C:30](Cl)=[O:31].C(O)(=O)CC(CC(O)=O)(C(O)=O)O. The catalyst is ClCCl. The product is [Cl:27][C:28]1[C:36]([Cl:37])=[CH:35][CH:34]=[CH:33][C:29]=1[C:30]([N:14]1[CH2:15][CH2:16][N:11]([C:1]2[C:10]3[C:5](=[CH:6][CH:7]=[CH:8][CH:9]=3)[CH:4]=[CH:3][CH:2]=2)[C:12](=[O:17])[CH2:13]1)=[O:31]. The yield is 0.592. (2) The reactants are [S:1]1[CH:5]=[CH:4][CH:3]=[C:2]1[C:6]1[O:10][N:9]=[CH:8][CH:7]=1.CO[CH:13](OC)[N:14]([CH3:16])[CH3:15].CO. The catalyst is C1(C)C=CC=CC=1. The product is [CH3:16][N:14]([CH:13]=[C:7]([C:6](=[O:10])[C:2]1[S:1][CH:5]=[CH:4][CH:3]=1)[C:8]#[N:9])[CH3:15]. The yield is 0.870. (3) The reactants are [Cl:1][C:2]1[CH:3]=[C:4]([O:13][CH:14]2[CH2:18][CH2:17][CH2:16][CH2:15]2)[C:5]([CH3:12])=[C:6]([CH:11]=1)[C:7]([O:9]C)=[O:8].[OH-].[Na+]. The catalyst is CO. The product is [Cl:1][C:2]1[CH:3]=[C:4]([O:13][CH:14]2[CH2:18][CH2:17][CH2:16][CH2:15]2)[C:5]([CH3:12])=[C:6]([CH:11]=1)[C:7]([OH:9])=[O:8]. The yield is 0.980. (4) The reactants are C([O:8][C:9]([N:11]([CH2:22][CH2:23][CH:24]([CH3:26])[CH3:25])[N:12]=[C:13]([C:17]1[S:18][CH:19]=[CH:20][CH:21]=1)[C:14]([OH:16])=[O:15])=O)C1C=CC=CC=1.S(Cl)(Cl)=O. No catalyst specified. The product is [CH3:25][CH:24]([CH3:26])[CH2:23][CH2:22][N:11]1[N:12]=[C:13]([C:17]2[S:18][CH:19]=[CH:20][CH:21]=2)[C:14](=[O:16])[O:15][C:9]1=[O:8]. The yield is 0.590. (5) The catalyst is C(Cl)Cl. The reactants are C(O)(C(F)(F)F)=O.[Br:8][C:9]1[CH:42]=[CH:41][C:12]([NH:13][C:14]2[C:23]3[C:18](=[CH:19][C:20]([O:26][CH2:27][CH:28]4[CH2:33][CH2:32][N:31](C(OC(C)(C)C)=O)[CH2:30][CH2:29]4)=[C:21]([O:24][CH3:25])[CH:22]=3)[N:17]=[CH:16][N:15]=2)=[C:11]([F:43])[CH:10]=1. The product is [Br:8][C:9]1[CH:42]=[CH:41][C:12]([NH:13][C:14]2[C:23]3[C:18](=[CH:19][C:20]([O:26][CH2:27][CH:28]4[CH2:29][CH2:30][NH:31][CH2:32][CH2:33]4)=[C:21]([O:24][CH3:25])[CH:22]=3)[N:17]=[CH:16][N:15]=2)=[C:11]([F:43])[CH:10]=1. The yield is 0.705. (6) The reactants are [CH:1]1([N:4]2[C:8]([C:9]([N:11]3[CH2:16][CH2:15][CH:14]([N:17]4[CH2:21][CH2:20][CH2:19][CH2:18]4)[CH2:13][CH2:12]3)=[O:10])=[C:7]([C:22]3[CH:23]=[N:24][C:25](SC)=[N:26][CH:27]=3)[N:6]=[C:5]2[C:30]2[CH:35]=[CH:34][C:33]([O:36][C:37]([F:40])([F:39])[F:38])=[CH:32][CH:31]=2)[CH2:3][CH2:2]1. The catalyst is CCO.[Ni]. The product is [CH:1]1([N:4]2[C:8]([C:9]([N:11]3[CH2:16][CH2:15][CH:14]([N:17]4[CH2:18][CH2:19][CH2:20][CH2:21]4)[CH2:13][CH2:12]3)=[O:10])=[C:7]([C:22]3[CH:23]=[N:24][CH:25]=[N:26][CH:27]=3)[N:6]=[C:5]2[C:30]2[CH:31]=[CH:32][C:33]([O:36][C:37]([F:38])([F:39])[F:40])=[CH:34][CH:35]=2)[CH2:3][CH2:2]1. The yield is 0.380.